Dataset: Forward reaction prediction with 1.9M reactions from USPTO patents (1976-2016). Task: Predict the product of the given reaction. Given the reactants [C:1]([O:5][C:6]([N:8]1[C:16]2[C:11](=[CH:12][C:13]([O:17]CC3C=CC=CC=3)=[CH:14][CH:15]=2)[C:10]([NH:25][C:26](=[O:53])[C:27]2[CH:32]=[CH:31][C:30]([N:33]3[CH2:38][CH2:37][N:36]([CH3:39])[CH2:35][CH2:34]3)=[CH:29][C:28]=2[N:40]([CH:47]2[CH2:52][CH2:51][O:50][CH2:49][CH2:48]2)[C:41](=[O:46])[C:42]([F:45])([F:44])[F:43])=[N:9]1)=[O:7])([CH3:4])([CH3:3])[CH3:2].C1CCCCC=1, predict the reaction product. The product is: [C:1]([O:5][C:6]([N:8]1[C:16]2[C:11](=[CH:12][C:13]([OH:17])=[CH:14][CH:15]=2)[C:10]([NH:25][C:26](=[O:53])[C:27]2[CH:32]=[CH:31][C:30]([N:33]3[CH2:38][CH2:37][N:36]([CH3:39])[CH2:35][CH2:34]3)=[CH:29][C:28]=2[N:40]([CH:47]2[CH2:52][CH2:51][O:50][CH2:49][CH2:48]2)[C:41](=[O:46])[C:42]([F:43])([F:44])[F:45])=[N:9]1)=[O:7])([CH3:4])([CH3:2])[CH3:3].